This data is from Catalyst prediction with 721,799 reactions and 888 catalyst types from USPTO. The task is: Predict which catalyst facilitates the given reaction. (1) Reactant: [Cl:1][C:2]1[C:3]([S:32]([NH:34][C:35](=[O:42])[C:36]2[CH:41]=[CH:40][CH:39]=[CH:38][CH:37]=2)=[O:33])=[N:4][CH:5]=[C:6]([C:17]([N:19]2[CH2:24][CH2:23][CH:22]([C:25]3[CH:30]=[CH:29][C:28]([F:31])=[CH:27][CH:26]=3)[CH2:21][CH2:20]2)=[O:18])[C:7]=1[NH:8][C:9]1[CH:14]=[CH:13][C:12]([F:15])=[CH:11][C:10]=1[CH3:16].Cl[N:44]1C(=O)CCC1=O.O. Product: [Cl:1][C:2]1[C:3]([S:32](=[N:34][C:35](=[O:42])[C:36]2[CH:41]=[CH:40][CH:39]=[CH:38][CH:37]=2)([NH2:44])=[O:33])=[N:4][CH:5]=[C:6]([C:17]([N:19]2[CH2:20][CH2:21][CH:22]([C:25]3[CH:30]=[CH:29][C:28]([F:31])=[CH:27][CH:26]=3)[CH2:23][CH2:24]2)=[O:18])[C:7]=1[NH:8][C:9]1[CH:14]=[CH:13][C:12]([F:15])=[CH:11][C:10]=1[CH3:16]. The catalyst class is: 10. (2) Reactant: Cl[C:2]1[C:7]([N+:8]([O-:10])=[O:9])=[CH:6][CH:5]=[CH:4][C:3]=1[CH3:11].[CH3:12][C:13]1[CH:18]=[CH:17][C:16]([SH:19])=[CH:15][CH:14]=1.[H-].[Na+]. Product: [CH3:11][C:3]1[CH:4]=[CH:5][CH:6]=[C:7]([N+:8]([O-:10])=[O:9])[C:2]=1[S:19][C:16]1[CH:17]=[CH:18][C:13]([CH3:12])=[CH:14][CH:15]=1. The catalyst class is: 1. (3) Reactant: [S:1]([N:11]1[C:15]2=[N:16][CH:17]=[C:18]([NH:20][NH:21][C:22]([C@@H:24]3[CH2:28][CH2:27][C@H:26]([NH:29][C:30](=[O:36])[O:31][C:32]([CH3:35])([CH3:34])[CH3:33])[CH2:25]3)=O)[N:19]=[C:14]2[CH:13]=[CH:12]1)([C:4]1[CH:10]=[CH:9][C:7]([CH3:8])=[CH:6][CH:5]=1)(=[O:3])=[O:2].C1(C(O)=O)CCCC1.O=S(Cl)Cl.CCOC(C)=O. Product: [C:32]([O:31][C:30](=[O:36])[NH:29][C@H:26]1[CH2:27][CH2:28][C@@H:24]([C:22]2[N:19]3[C:14]4[CH:13]=[CH:12][N:11]([S:1]([C:4]5[CH:10]=[CH:9][C:7]([CH3:8])=[CH:6][CH:5]=5)(=[O:2])=[O:3])[C:15]=4[N:16]=[CH:17][C:18]3=[N:20][N:21]=2)[CH2:25]1)([CH3:34])([CH3:35])[CH3:33]. The catalyst class is: 38. (4) Reactant: [CH2:1]([O:8][C:9]([C:11]1([C:42]([OH:44])=[O:43])[CH2:16][CH2:15][N:14]([CH2:17][C:18]2[CH:23]=[CH:22][C:21]([C:24]3[N:28]=[C:27]([C:29]4[CH:34]=[CH:33][C:32]([C:35]5[CH:40]=[CH:39][CH:38]=[CH:37][CH:36]=5)=[C:31]([F:41])[CH:30]=4)[O:26][N:25]=3)=[CH:20][CH:19]=2)[CH2:13][CH2:12]1)=[O:10])[C:2]1[CH:7]=[CH:6][CH:5]=[CH:4][CH:3]=1.C(=O)([O-])[O-].[K+].[K+].Br[CH2:52][C:53](=[O:58])[C:54]([CH3:57])([CH3:56])[CH3:55]. Product: [CH3:55][C:54]([CH3:57])([CH3:56])[C:53](=[O:58])[CH2:52][O:43][C:42]([C:11]1([C:9]([O:8][CH2:1][C:2]2[CH:7]=[CH:6][CH:5]=[CH:4][CH:3]=2)=[O:10])[CH2:16][CH2:15][N:14]([CH2:17][C:18]2[CH:19]=[CH:20][C:21]([C:24]3[N:28]=[C:27]([C:29]4[CH:34]=[CH:33][C:32]([C:35]5[CH:36]=[CH:37][CH:38]=[CH:39][CH:40]=5)=[C:31]([F:41])[CH:30]=4)[O:26][N:25]=3)=[CH:22][CH:23]=2)[CH2:13][CH2:12]1)=[O:44]. The catalyst class is: 9. (5) Reactant: [CH3:1][O:2][C:3]1[CH:8]=[CH:7][C:6]([CH2:9][CH2:10][CH2:11][CH:12]=[O:13])=[CH:5][CH:4]=1.[C:14]([Mg]Br)#[CH:15]. Product: [CH3:1][O:2][C:3]1[CH:8]=[CH:7][C:6]([CH2:9][CH2:10][CH2:11][CH:12]([OH:13])[C:14]#[CH:15])=[CH:5][CH:4]=1. The catalyst class is: 1. (6) Reactant: [CH2:1]([N:3]([CH2:18][CH3:19])[CH2:4][CH2:5][N:6]1[C:14]2[C:9](=[CH:10][C:11]([N+:15]([O-])=O)=[CH:12][CH:13]=2)[CH2:8][CH2:7]1)[CH3:2]. Product: [CH2:18]([N:3]([CH2:1][CH3:2])[CH2:4][CH2:5][N:6]1[C:14]2[C:9](=[CH:10][C:11]([NH2:15])=[CH:12][CH:13]=2)[CH2:8][CH2:7]1)[CH3:19]. The catalyst class is: 94. (7) Reactant: [CH3:1][C:2]1[CH:7]=[CH:6][C:5]([S:8](Cl)(=[O:10])=[O:9])=[CH:4][CH:3]=1.[CH3:12][C:13]([OH:21])([CH3:20])[CH:14]([C:17]([CH3:19])=[CH2:18])[CH2:15][OH:16].C(N(CC)CC)C. Product: [CH3:1][C:2]1[CH:7]=[CH:6][C:5]([S:8]([O:16][CH2:15][CH:14]([C:13]([OH:21])([CH3:20])[CH3:12])[C:17]([CH3:19])=[CH2:18])(=[O:10])=[O:9])=[CH:4][CH:3]=1. The catalyst class is: 79. (8) Reactant: [Br:1][C:2]1[CH:10]=[CH:9][C:5]([C:6]([OH:8])=[O:7])=[C:4]([CH3:11])[CH:3]=1.IC.[C:14](=O)([O-])[O-].[K+].[K+]. Product: [Br:1][C:2]1[CH:10]=[CH:9][C:5]([C:6]([O:8][CH3:14])=[O:7])=[C:4]([CH3:11])[CH:3]=1. The catalyst class is: 3. (9) Reactant: C(O[C:6](=O)[N:7]([CH:9]1[CH2:13][CH2:12][N:11]([CH2:14][CH2:15][C:16]2[N:17]=[C:18]([C:22]3[CH:27]=[CH:26][C:25]([Br:28])=[CH:24][CH:23]=3)[O:19][C:20]=2[CH3:21])[CH2:10]1)C)(C)(C)C.FC(F)(F)C(O)=O. Product: [Br:28][C:25]1[CH:26]=[CH:27][C:22]([C:18]2[O:19][C:20]([CH3:21])=[C:16]([CH2:15][CH2:14][N:11]3[CH2:12][CH2:13][CH:9]([NH:7][CH3:6])[CH2:10]3)[N:17]=2)=[CH:23][CH:24]=1. The catalyst class is: 4.